From a dataset of Forward reaction prediction with 1.9M reactions from USPTO patents (1976-2016). Predict the product of the given reaction. (1) The product is: [Cl:1][C:2]1[CH:3]=[CH:4][C:5]2[NH:11][C:10](=[O:23])[CH:9]([CH2:24][C:25]([O:27][CH2:28][CH3:29])=[O:26])[O:8][CH:7]([C:30]3[CH:35]=[CH:34][CH:33]=[C:32]([CH3:36])[C:31]=3[O:37][CH3:38])[C:6]=2[CH:39]=1. Given the reactants [Cl:1][C:2]1[CH:3]=[CH:4][C:5]2[N:11](CC3C=CC(OC)=CC=3OC)[C:10](=[O:23])[CH:9]([CH2:24][C:25]([O:27][CH2:28][CH3:29])=[O:26])[O:8][CH:7]([C:30]3[CH:35]=[CH:34][CH:33]=[C:32]([CH3:36])[C:31]=3[O:37][CH3:38])[C:6]=2[CH:39]=1.C(=O)(O)[O-].[Na+].O, predict the reaction product. (2) Given the reactants [F:1][C:2]1[CH:7]=[C:6]([CH2:8][CH2:9][OH:10])[CH:5]=[CH:4][N:3]=1.C(N(CC)CC)C.[CH3:18][S:19](Cl)(=[O:21])=[O:20].O, predict the reaction product. The product is: [CH3:18][S:19]([O:10][CH2:9][CH2:8][C:6]1[CH:5]=[CH:4][N:3]=[C:2]([F:1])[CH:7]=1)(=[O:21])=[O:20]. (3) Given the reactants Cl[C:2]1[C:3]([C:16]2[CH:21]=[CH:20][C:19]([F:22])=[CH:18][CH:17]=2)=[N:4][C:5]2[C:10]([N:11]=1)=[CH:9][C:8]([C:12]([O:14][CH3:15])=[O:13])=[CH:7][CH:6]=2.[NH:23]1[CH2:27][CH2:26][CH2:25][CH2:24]1.CCN(C(C)C)C(C)C, predict the reaction product. The product is: [F:22][C:19]1[CH:20]=[CH:21][C:16]([C:3]2[C:2]([N:23]3[CH2:27][CH2:26][CH2:25][CH2:24]3)=[N:11][C:10]3[C:5](=[CH:6][CH:7]=[C:8]([C:12]([O:14][CH3:15])=[O:13])[CH:9]=3)[N:4]=2)=[CH:17][CH:18]=1.